From a dataset of Reaction yield outcomes from USPTO patents with 853,638 reactions. Predict the reaction yield, written as a fraction of the theoretical maximum amount of product (1.0 means a 100% yield; for example, 0.34 means a 34% yield). (1) The reactants are CCOC(C)=O.O1CCCCC1[O:13][NH:14][C:15]([C:17]1([S:23]([C:26]2[CH:31]=[CH:30][C:29]([C:32]3[CH:37]=[N:36][C:35]([CH2:38][CH2:39][CH2:40][C:41]([F:44])([F:43])[F:42])=[CH:34][N:33]=3)=[CH:28][CH:27]=2)(=[O:25])=[O:24])[CH2:22][CH2:21][O:20][CH2:19][CH2:18]1)=[O:16].[ClH:45].C1(N2CCC(S(C3C=CC(C4C=CC(OC(F)(F)C(F)F)=CC=4)=CC=3)(=O)=O)(C(NOC3CCCCO3)=O)CC2)CC1. The catalyst is C(O)C. The product is [ClH:45].[OH:13][NH:14][C:15]([C:17]1([S:23]([C:26]2[CH:31]=[CH:30][C:29]([C:32]3[CH:37]=[N:36][C:35]([CH2:38][CH2:39][CH2:40][C:41]([F:44])([F:43])[F:42])=[CH:34][N:33]=3)=[CH:28][CH:27]=2)(=[O:24])=[O:25])[CH2:18][CH2:19][O:20][CH2:21][CH2:22]1)=[O:16]. The yield is 0.840. (2) The reactants are [CH:1]1[C:13]2[C:12](=[CH:14][C:15](O)=[O:16])[C:11]3[C:6](=[CH:7][CH:8]=[CH:9][CH:10]=3)[C:5]=2[CH:4]=[CH:3][CH:2]=1.Cl.C(N=C=NCCCN(C)C)C.OC1C2N=NNC=2C=CC=1.C(N(CC)CC)C.Cl.[CH3:48][O:49][C:50](=[O:57])[CH2:51][CH2:52][CH2:53][CH2:54][CH2:55][NH2:56]. The catalyst is [Cl-].[Na+].O.CN(C=O)C. The product is [CH3:48][O:49][C:50](=[O:57])[CH2:51][CH2:52][CH2:53][CH2:54][CH2:55][NH:56][C:15](=[O:16])[CH:14]=[C:12]1[C:13]2[CH:1]=[CH:2][CH:3]=[CH:4][C:5]=2[C:6]2[C:11]1=[CH:10][CH:9]=[CH:8][CH:7]=2. The yield is 0.910. (3) The reactants are [C:1]([C:5]1[CH:10]=[CH:9][C:8](I)=[C:7]([O:12][CH2:13][C:14]([F:17])([F:16])[F:15])[CH:6]=1)([CH3:4])([CH3:3])[CH3:2].[CH3:18][O-].[Na+].[CH3:21][O:22][CH:23]=[O:24]. The catalyst is O1CCOCC1. The product is [C:1]([C:5]1[CH:10]=[CH:9][C:8]([C:23]([O:22][CH2:21][CH3:18])=[O:24])=[C:7]([O:12][CH2:13][C:14]([F:17])([F:16])[F:15])[CH:6]=1)([CH3:4])([CH3:3])[CH3:2]. The yield is 0.550. (4) The reactants are [CH3:1][C:2]1[CH:7]=[CH:6][C:5]([O:8][C:9]2[CH:10]=[N:11][C:12]([N+:15]([O-])=O)=[CH:13][CH:14]=2)=[CH:4][C:3]=1[NH:18][C:19](=[O:25])[O:20][C:21]([CH3:24])([CH3:23])[CH3:22]. The catalyst is CO.[C].[Pd]. The product is [NH2:15][C:12]1[N:11]=[CH:10][C:9]([O:8][C:5]2[CH:6]=[CH:7][C:2]([CH3:1])=[C:3]([NH:18][C:19](=[O:25])[O:20][C:21]([CH3:22])([CH3:23])[CH3:24])[CH:4]=2)=[CH:14][CH:13]=1. The yield is 0.980. (5) The reactants are [Br:1][C:2]1[N:3]=[C:4]2[CH:10]=[CH:9][NH:8][C:5]2=[N:6][CH:7]=1.[CH2:11]([O:18][CH:19]1[CH2:24][CH2:23][C:22]([CH3:28])([C:25](Cl)=[O:26])[CH2:21][CH2:20]1)[C:12]1[CH:17]=[CH:16][CH:15]=[CH:14][CH:13]=1.[Al](Cl)(CC)CC.CCOCC. The catalyst is C1(C)C=CC=CC=1.C(Cl)Cl. The product is [CH2:11]([O:18][CH:19]1[CH2:24][CH2:23][C:22]([C:25]([C:10]2[C:4]3[C:5](=[N:6][CH:7]=[C:2]([Br:1])[N:3]=3)[NH:8][CH:9]=2)=[O:26])([CH3:28])[CH2:21][CH2:20]1)[C:12]1[CH:17]=[CH:16][CH:15]=[CH:14][CH:13]=1. The yield is 0.180. (6) The reactants are [NH2:1][C:2]1[C:15]([O:16][CH3:17])=[CH:14][C:5]2[N:6]([CH2:12][CH3:13])[C:7](=[O:11])[CH2:8][CH2:9][CH2:10][C:4]=2[CH:3]=1.Cl[C:19]1[N:24]=[C:23]([NH:25][C:26]2[CH:31]=[CH:30][CH:29]=[CH:28][C:27]=2[N:32]2[CH:36]=[CH:35][CH:34]=[N:33]2)[C:22]([Cl:37])=[CH:21][N:20]=1. No catalyst specified. The product is [Cl:37][C:22]1[C:23]([NH:25][C:26]2[CH:31]=[CH:30][CH:29]=[CH:28][C:27]=2[N:32]2[CH:36]=[CH:35][CH:34]=[N:33]2)=[N:24][C:19]([NH:1][C:2]2[C:15]([O:16][CH3:17])=[CH:14][C:5]3[N:6]([CH2:12][CH3:13])[C:7](=[O:11])[CH2:8][CH2:9][CH2:10][C:4]=3[CH:3]=2)=[N:20][CH:21]=1. The yield is 0.320.